From a dataset of NCI-60 drug combinations with 297,098 pairs across 59 cell lines. Regression. Given two drug SMILES strings and cell line genomic features, predict the synergy score measuring deviation from expected non-interaction effect. (1) Drug 1: CCC1=C2CN3C(=CC4=C(C3=O)COC(=O)C4(CC)O)C2=NC5=C1C=C(C=C5)O. Drug 2: C(=O)(N)NO. Cell line: M14. Synergy scores: CSS=5.10, Synergy_ZIP=-6.55, Synergy_Bliss=2.43, Synergy_Loewe=-24.9, Synergy_HSA=1.04. (2) Drug 1: CC(C1=C(C=CC(=C1Cl)F)Cl)OC2=C(N=CC(=C2)C3=CN(N=C3)C4CCNCC4)N. Drug 2: CS(=O)(=O)OCCCCOS(=O)(=O)C. Cell line: HCT-15. Synergy scores: CSS=-6.52, Synergy_ZIP=-0.114, Synergy_Bliss=-5.39, Synergy_Loewe=-11.8, Synergy_HSA=-9.87. (3) Drug 1: C1=CN(C=N1)CC(O)(P(=O)(O)O)P(=O)(O)O. Drug 2: C1=NC2=C(N1)C(=S)N=CN2. Cell line: HL-60(TB). Synergy scores: CSS=23.5, Synergy_ZIP=-7.36, Synergy_Bliss=-2.17, Synergy_Loewe=-12.3, Synergy_HSA=-0.376. (4) Drug 1: C1=C(C(=O)NC(=O)N1)N(CCCl)CCCl. Drug 2: C1CCC(C(C1)N)N.C(=O)(C(=O)[O-])[O-].[Pt+4]. Cell line: LOX IMVI. Synergy scores: CSS=28.1, Synergy_ZIP=-10.7, Synergy_Bliss=-10.3, Synergy_Loewe=-8.34, Synergy_HSA=-7.64. (5) Drug 1: CN1C(=O)N2C=NC(=C2N=N1)C(=O)N. Drug 2: N.N.Cl[Pt+2]Cl. Cell line: KM12. Synergy scores: CSS=28.6, Synergy_ZIP=-8.92, Synergy_Bliss=-9.03, Synergy_Loewe=-7.92, Synergy_HSA=-4.67. (6) Drug 1: CC1C(C(CC(O1)OC2CC(CC3=C2C(=C4C(=C3O)C(=O)C5=C(C4=O)C(=CC=C5)OC)O)(C(=O)C)O)N)O.Cl. Drug 2: CCC1=C2CN3C(=CC4=C(C3=O)COC(=O)C4(CC)O)C2=NC5=C1C=C(C=C5)O. Cell line: SNB-19. Synergy scores: CSS=35.7, Synergy_ZIP=-7.09, Synergy_Bliss=-3.72, Synergy_Loewe=-5.45, Synergy_HSA=-0.354.